This data is from Catalyst prediction with 721,799 reactions and 888 catalyst types from USPTO. The task is: Predict which catalyst facilitates the given reaction. Reactant: [C:1]([O:7][CH3:8])(=[O:6])[CH2:2][C:3]([CH3:5])=[O:4].[H-].[Na+].F[C:12]1[C:17]([Cl:18])=[CH:16][CH:15]=[CH:14][C:13]=1[N+:19]([O-:21])=[O:20].Cl. Product: [Cl:18][C:17]1[CH:16]=[CH:15][CH:14]=[C:13]([N+:19]([O-:21])=[O:20])[C:12]=1/[C:2](=[C:3](\[OH:4])/[CH3:5])/[C:1]([O:7][CH3:8])=[O:6]. The catalyst class is: 18.